From a dataset of Catalyst prediction with 721,799 reactions and 888 catalyst types from USPTO. Predict which catalyst facilitates the given reaction. (1) Reactant: [Br:1][C:2]1[S:6][C:5]([C:7]([CH3:10])([CH3:9])[CH3:8])=[N:4][C:3]=1[C:11]1[CH:16]=[CH:15][N:14]=[C:13](Cl)[N:12]=1.[OH-].[NH4+:19]. Product: [Br:1][C:2]1[S:6][C:5]([C:7]([CH3:10])([CH3:9])[CH3:8])=[N:4][C:3]=1[C:11]1[CH:16]=[CH:15][N:14]=[C:13]([NH2:19])[N:12]=1. The catalyst class is: 12. (2) Reactant: Cl[C:2]1[C:11]2[C:6](=[CH:7][C:8]([O:14][CH3:15])=[C:9]([O:12][CH3:13])[CH:10]=2)[N:5]=[CH:4][N:3]=1.[NH2:16][CH2:17][CH2:18][C:19]1[CH:24]=[CH:23][C:22]([NH2:25])=[CH:21][CH:20]=1. Product: [NH2:25][C:22]1[CH:23]=[CH:24][C:19]([CH2:18][CH2:17][NH:16][C:2]2[C:11]3[C:6](=[CH:7][C:8]([O:14][CH3:15])=[C:9]([O:12][CH3:13])[CH:10]=3)[N:5]=[CH:4][N:3]=2)=[CH:20][CH:21]=1. The catalyst class is: 51. (3) Reactant: [OH:1][C:2]1[CH:3]=[C:4]([C:18]([OH:20])=O)[C:5]2[O:9][C:8]([C:10]3[CH:15]=[CH:14][C:13]([OH:16])=[CH:12][CH:11]=3)=[CH:7][C:6]=2[CH:17]=1.Cl.[CH3:22][NH:23][O:24][CH3:25].CCN=C=NCCCN(C)C.Cl.Cl. Product: [CH3:25][O:24][N:23]([CH3:22])[C:18]([C:4]1[C:5]2[O:9][C:8]([C:10]3[CH:15]=[CH:14][C:13]([OH:16])=[CH:12][CH:11]=3)=[CH:7][C:6]=2[CH:17]=[C:2]([OH:1])[CH:3]=1)=[O:20]. The catalyst class is: 241.